Predict the reaction yield, written as a fraction of the theoretical maximum amount of product (1.0 means a 100% yield; for example, 0.34 means a 34% yield). From a dataset of Reaction yield outcomes from USPTO patents with 853,638 reactions. (1) The reactants are [Cl:1][C:2]1[CH2:6][CH2:5][N:4]([C:7]2[CH:8]=[N:9][CH:10]=[CH:11][CH:12]=2)[N:3]=1.CN(C)C=O.S(OOS([O-])(=O)=O)([O-])(=O)=O.[K+].[K+]. The catalyst is O.[OH-].[Na+]. The product is [Cl:1][C:2]1[CH:6]=[CH:5][N:4]([C:7]2[CH:8]=[N:9][CH:10]=[CH:11][CH:12]=2)[N:3]=1. The yield is 0.540. (2) The reactants are [Cl:1][C:2]1[N:3]=[C:4]([N:13]2[CH2:18][CH2:17][O:16][CH2:15][CH2:14]2)[C:5]2[CH:10]=[C:9]([CH:11]=O)[S:8][C:6]=2[N:7]=1.[CH3:19][NH2:20]. The catalyst is C1(C)C=CC=CC=1.C1COCC1.O. The product is [Cl:1][C:2]1[N:3]=[C:4]([N:13]2[CH2:18][CH2:17][O:16][CH2:15][CH2:14]2)[C:5]2[CH:10]=[C:9]([CH2:11][NH:20][CH3:19])[S:8][C:6]=2[N:7]=1. The yield is 0.530. (3) The reactants are [N:1]1[CH:6]=[CH:5][C:4]([CH2:7][CH2:8][CH2:9][CH2:10][N:11]2[CH2:18][CH:17]3[O:19][CH:13]([CH2:14][NH:15][CH2:16]3)[CH2:12]2)=[CH:3][CH:2]=1.Br[CH2:21][CH2:22][NH:23][C:24](=[O:30])[O:25][C:26]([CH3:29])([CH3:28])[CH3:27].C([O-])([O-])=O.[K+].[K+]. The catalyst is CC#N. The product is [N:1]1[CH:6]=[CH:5][C:4]([CH2:7][CH2:8][CH2:9][CH2:10][N:11]2[CH2:18][CH:17]3[O:19][CH:13]([CH2:14][N:15]([CH2:21][CH2:22][NH:23][C:24](=[O:30])[O:25][C:26]([CH3:29])([CH3:28])[CH3:27])[CH2:16]3)[CH2:12]2)=[CH:3][CH:2]=1. The yield is 0.510.